From a dataset of NCI-60 drug combinations with 297,098 pairs across 59 cell lines. Regression. Given two drug SMILES strings and cell line genomic features, predict the synergy score measuring deviation from expected non-interaction effect. (1) Drug 1: CN1C(=O)N2C=NC(=C2N=N1)C(=O)N. Drug 2: CC1=C(C=C(C=C1)C(=O)NC2=CC(=CC(=C2)C(F)(F)F)N3C=C(N=C3)C)NC4=NC=CC(=N4)C5=CN=CC=C5. Cell line: MALME-3M. Synergy scores: CSS=-5.87, Synergy_ZIP=1.87, Synergy_Bliss=-1.03, Synergy_Loewe=-4.96, Synergy_HSA=-5.96. (2) Synergy scores: CSS=-2.35, Synergy_ZIP=5.15, Synergy_Bliss=-1.68, Synergy_Loewe=-0.907, Synergy_HSA=-2.48. Drug 2: C1CC(=O)NC(=O)C1N2C(=O)C3=CC=CC=C3C2=O. Cell line: MDA-MB-231. Drug 1: C1=CC(=CC=C1C#N)C(C2=CC=C(C=C2)C#N)N3C=NC=N3. (3) Drug 1: CC1C(C(CC(O1)OC2CC(CC3=C2C(=C4C(=C3O)C(=O)C5=C(C4=O)C(=CC=C5)OC)O)(C(=O)C)O)N)O.Cl. Drug 2: C#CCC(CC1=CN=C2C(=N1)C(=NC(=N2)N)N)C3=CC=C(C=C3)C(=O)NC(CCC(=O)O)C(=O)O. Cell line: T-47D. Synergy scores: CSS=13.8, Synergy_ZIP=-3.50, Synergy_Bliss=-0.153, Synergy_Loewe=-0.226, Synergy_HSA=-0.0474. (4) Drug 1: CN1CCC(CC1)COC2=C(C=C3C(=C2)N=CN=C3NC4=C(C=C(C=C4)Br)F)OC. Drug 2: C1=NC2=C(N1)C(=S)N=C(N2)N. Cell line: HS 578T. Synergy scores: CSS=31.1, Synergy_ZIP=3.72, Synergy_Bliss=4.93, Synergy_Loewe=-13.2, Synergy_HSA=-0.178. (5) Drug 1: CC(C1=C(C=CC(=C1Cl)F)Cl)OC2=C(N=CC(=C2)C3=CN(N=C3)C4CCNCC4)N. Drug 2: CS(=O)(=O)OCCCCOS(=O)(=O)C. Cell line: EKVX. Synergy scores: CSS=0.535, Synergy_ZIP=-0.470, Synergy_Bliss=-2.39, Synergy_Loewe=-12.6, Synergy_HSA=-5.29.